The task is: Predict which catalyst facilitates the given reaction.. This data is from Catalyst prediction with 721,799 reactions and 888 catalyst types from USPTO. (1) The catalyst class is: 216. Reactant: S(Cl)([Cl:3])=O.O[C@@H:6]([CH2:10][C:11]1[CH:16]=[CH:15][CH:14]=[CH:13][CH:12]=1)[C:7]([OH:9])=[O:8].N1C=CC=CC=1.O. Product: [Cl:3][C@H:6]([CH2:10][C:11]1[CH:16]=[CH:15][CH:14]=[CH:13][CH:12]=1)[C:7]([OH:9])=[O:8]. (2) Reactant: [Cl:1][C:2]1[CH:3]=[CH:4][C:5]([OH:10])=[C:6]([CH:9]=1)[CH:7]=[O:8].[CH2:11]([O:13][C:14](=[O:20])[CH:15](Br)[CH2:16][CH2:17][CH3:18])[CH3:12].C([O-])([O-])=O.[K+].[K+].O. Product: [CH2:11]([O:13][C:14](=[O:20])[CH:15]([O:10][C:5]1[CH:4]=[CH:3][C:2]([Cl:1])=[CH:9][C:6]=1[CH:7]=[O:8])[CH2:16][CH2:17][CH3:18])[CH3:12]. The catalyst class is: 3. (3) Reactant: [Cl:1][C:2]1[CH:7]=[CH:6][CH:5]=[CH:4][C:3]=1[CH:8]([N:18]1[CH2:23][CH2:22][C:21]2[S:24][CH:25]=[CH:26][C:20]=2[CH2:19]1)[CH2:9][CH2:10][CH2:11][C:12]([CH3:17])([CH3:16])[C:13]([OH:15])=[O:14]. Product: [ClH:1].[Cl:1][C:2]1[CH:7]=[CH:6][CH:5]=[CH:4][C:3]=1[CH:8]([N:18]1[CH2:23][CH2:22][C:21]2[S:24][CH:25]=[CH:26][C:20]=2[CH2:19]1)[CH2:9][CH2:10][CH2:11][C:12]([CH3:16])([CH3:17])[C:13]([OH:15])=[O:14]. The catalyst class is: 126. (4) Reactant: [CH3:1][C:2]1[CH:7]=[CH:6][CH:5]=[C:4]([CH3:8])[C:3]=1[C:9]1[CH:14]=[C:13]([CH3:15])[C:12]([N+:16]([O-:18])=[O:17])=[CH:11][N:10]=1.CC(O[CH:24](N(C)C)[N:25]([CH3:27])[CH3:26])(C)C. Product: [CH3:8][C:4]1[CH:5]=[CH:6][CH:7]=[C:2]([CH3:1])[C:3]=1[C:9]1[CH:14]=[C:13](/[CH:15]=[CH:24]/[N:25]([CH3:27])[CH3:26])[C:12]([N+:16]([O-:18])=[O:17])=[CH:11][N:10]=1. The catalyst class is: 3. (5) Reactant: [Cl:1][C:2]1[N:7]=[C:6]([NH:8][C@H:9]([C:11]2[CH:12]=[C:13]([NH:17][C:18](=[O:32])[C:19]3[CH:24]=[C:23]([C:25]([F:28])([F:27])[F:26])[CH:22]=[C:21]([N+:29]([O-])=O)[CH:20]=3)[CH:14]=[CH:15][CH:16]=2)[CH3:10])[CH:5]=[N:4][CH:3]=1.[Cl-].[NH4+].[In]. Product: [NH2:29][C:21]1[CH:20]=[C:19]([CH:24]=[C:23]([C:25]([F:28])([F:27])[F:26])[CH:22]=1)[C:18]([NH:17][C:13]1[CH:14]=[CH:15][CH:16]=[C:11]([C@@H:9]([NH:8][C:6]2[CH:5]=[N:4][CH:3]=[C:2]([Cl:1])[N:7]=2)[CH3:10])[CH:12]=1)=[O:32]. The catalyst class is: 40. (6) Reactant: [C:1]([O:5][C:6](=[O:25])[CH2:7][N:8]([C:18]([O:20][C:21]([CH3:24])([CH3:23])[CH3:22])=[O:19])[CH2:9][C:10]1[CH:15]=[CH:14][CH:13]=[C:12]([C:16]#[N:17])[CH:11]=1)([CH3:4])([CH3:3])[CH3:2].[NH2:26][OH:27]. Product: [C:1]([O:5][C:6](=[O:25])[CH2:7][N:8]([C:18]([O:20][C:21]([CH3:24])([CH3:23])[CH3:22])=[O:19])[CH2:9][C:10]1[CH:15]=[CH:14][CH:13]=[C:12]([C:16](=[NH:17])[NH:26][OH:27])[CH:11]=1)([CH3:4])([CH3:3])[CH3:2]. The catalyst class is: 8.